Task: Predict the reactants needed to synthesize the given product.. Dataset: Full USPTO retrosynthesis dataset with 1.9M reactions from patents (1976-2016) (1) Given the product [NH2:9][C:6]([C@@H:3]1[CH2:4][CH2:5][N:1]([C:20]2[C:21]([O:23][CH3:24])=[C:22]3[C:17]([C:16](=[O:26])[C:15]4[C:27]([OH:32])=[C:28]([C:30]#[N:31])[S:29][C:14]=4[N:13]3[CH:10]3[CH2:11][CH2:12]3)=[CH:18][CH:19]=2)[CH2:2]1)([CH3:8])[CH3:7], predict the reactants needed to synthesize it. The reactants are: [NH:1]1[CH2:5][CH2:4][C@@H:3]([C:6]([NH2:9])([CH3:8])[CH3:7])[CH2:2]1.[CH:10]1([N:13]2[C:22]3[C:17](=[CH:18][CH:19]=[C:20](F)[C:21]=3[O:23][CH3:24])[C:16](=[O:26])[C:15]3[C:27]([OH:32])=[C:28]([C:30]#[N:31])[S:29][C:14]2=3)[CH2:12][CH2:11]1.OC1C2C(=O)C3C(=C(OC)C=CC=3)NC=2SC=1C#N. (2) Given the product [C:1]1([CH2:7][CH2:8][N:9]([CH:10]2[CH2:15][CH2:14][N:13]([C:16]([O:18][C:19]([CH3:22])([CH3:21])[CH3:20])=[O:17])[CH2:12][CH2:11]2)[C:41](=[O:42])[CH2:40][C:37]2[CH:38]=[CH:39][C:34]([O:33][CH3:32])=[CH:35][CH:36]=2)[CH:6]=[CH:5][CH:4]=[CH:3][CH:2]=1, predict the reactants needed to synthesize it. The reactants are: [C:1]1([CH2:7][CH2:8][NH:9][CH:10]2[CH2:15][CH2:14][N:13]([C:16]([O:18][C:19]([CH3:22])([CH3:21])[CH3:20])=[O:17])[CH2:12][CH2:11]2)[CH:6]=[CH:5][CH:4]=[CH:3][CH:2]=1.C(N(C(C)C)CC)(C)C.[CH3:32][O:33][C:34]1[CH:39]=[CH:38][C:37]([CH2:40][C:41](Cl)=[O:42])=[CH:36][CH:35]=1.O. (3) Given the product [CH2:13]([O:20][C:21]1[CH:22]=[C:23]([NH:27][C:9](=[O:11])[CH:8]([OH:12])[CH2:7][CH:1]2[CH2:2][CH2:3][CH2:4][CH2:5][CH2:6]2)[CH:24]=[CH:25][CH:26]=1)[C:14]1[CH:15]=[CH:16][CH:17]=[CH:18][CH:19]=1, predict the reactants needed to synthesize it. The reactants are: [CH:1]1([CH2:7][CH:8]([OH:12])[C:9]([OH:11])=O)[CH2:6][CH2:5][CH2:4][CH2:3][CH2:2]1.[CH2:13]([O:20][C:21]1[CH:22]=[C:23]([NH2:27])[CH:24]=[CH:25][CH:26]=1)[C:14]1[CH:19]=[CH:18][CH:17]=[CH:16][CH:15]=1.OC1C2N=NNC=2C=CC=1.CN(C)CCCN=C=NCC.CN1CCOCC1. (4) Given the product [OH:8][C:9]1[C:18]2[C:13](=[CH:14][CH:15]=[C:16]([C:19]([F:22])([F:20])[F:21])[CH:17]=2)[N:12]=[C:11]([C:23]#[N:24])[CH:10]=1, predict the reactants needed to synthesize it. The reactants are: COC1C=CC(C[O:8][C:9]2[C:18]3[C:13](=[CH:14][CH:15]=[C:16]([C:19]([F:22])([F:21])[F:20])[CH:17]=3)[N:12]=[C:11]([C:23]#[N:24])[CH:10]=2)=CC=1.C(O)(C(F)(F)F)=O. (5) Given the product [F:33][C:27]1[CH:28]=[CH:29][CH:30]=[C:31]([F:32])[C:26]=1[S:23]([NH:22][C:18]1[CH:17]=[C:16]([C:9]2[N:10]=[C:11]([CH:13]([CH3:15])[CH3:14])[S:12][C:8]=2[C:6]2[CH:5]=[CH:4][N:3]=[C:2]([NH:34][C:35]3[CH:36]=[CH:37][C:38]([N:45]4[CH2:46][CH2:47][O:48][CH2:49][CH2:50]4)=[C:39]([CH:44]=3)[C:40]([OH:42])=[O:41])[N:7]=2)[CH:21]=[CH:20][CH:19]=1)(=[O:25])=[O:24], predict the reactants needed to synthesize it. The reactants are: Cl[C:2]1[N:7]=[C:6]([C:8]2[S:12][C:11]([CH:13]([CH3:15])[CH3:14])=[N:10][C:9]=2[C:16]2[CH:17]=[C:18]([NH:22][S:23]([C:26]3[C:31]([F:32])=[CH:30][CH:29]=[CH:28][C:27]=3[F:33])(=[O:25])=[O:24])[CH:19]=[CH:20][CH:21]=2)[CH:5]=[CH:4][N:3]=1.[NH2:34][C:35]1[CH:36]=[CH:37][C:38]([N:45]2[CH2:50][CH2:49][O:48][CH2:47][CH2:46]2)=[C:39]([CH:44]=1)[C:40]([O:42]C)=[O:41].